This data is from Catalyst prediction with 721,799 reactions and 888 catalyst types from USPTO. The task is: Predict which catalyst facilitates the given reaction. (1) Reactant: C(O)C.Br[CH2:5][CH2:6][CH2:7][CH2:8][CH2:9][CH2:10][O:11][C:12]1[CH:17]=[C:16]([S:18][CH2:19][C:20]([F:23])([F:22])[F:21])[C:15]([CH3:24])=[CH:14][C:13]=1[CH3:25].[S-:26][C:27]#[N:28].[K+].CCCCCC. The catalyst class is: 13. Product: [S:26]([CH2:5][CH2:6][CH2:7][CH2:8][CH2:9][CH2:10][O:11][C:12]1[CH:17]=[C:16]([S:18][CH2:19][C:20]([F:23])([F:22])[F:21])[C:15]([CH3:24])=[CH:14][C:13]=1[CH3:25])[C:27]#[N:28]. (2) Reactant: [N:1]1[N:2]=[CH:3][N:4]([C:6]2[CH:11]=[CH:10][C:9]([CH2:12][CH2:13][NH:14]C(=O)OC(C)(C)C)=[CH:8][CH:7]=2)[CH:5]=1.Cl. Product: [N:1]1[N:2]=[CH:3][N:4]([C:6]2[CH:7]=[CH:8][C:9]([CH2:12][CH2:13][NH2:14])=[CH:10][CH:11]=2)[CH:5]=1. The catalyst class is: 25. (3) Product: [Br:1][C:2]1[C:3]([NH:18][C@@H:16]([C:10]2[CH:15]=[CH:14][CH:13]=[CH:12][CH:11]=2)[CH3:17])=[N:4][C:5]([Cl:8])=[N:6][CH:7]=1. The catalyst class is: 8. Reactant: [Br:1][C:2]1[C:3](Cl)=[N:4][C:5]([Cl:8])=[N:6][CH:7]=1.[C:10]1([C@H:16]([NH2:18])[CH3:17])[CH:15]=[CH:14][CH:13]=[CH:12][CH:11]=1.C(N(CC)C(C)C)(C)C. (4) Reactant: C[O:2][C:3]([CH:5]1[CH2:9][CH2:8][CH2:7][N:6]1[C:10]([NH:12][C:13]1[CH:18]=[CH:17][C:16]([S:19]([N:22]2[CH2:27][CH2:26][CH:25]([CH2:28][NH:29][CH2:30][C@H:31]([OH:44])[C:32]3[CH:37]=[CH:36][C:35]([OH:38])=[C:34]([NH:39][S:40]([CH3:43])(=[O:42])=[O:41])[CH:33]=3)[CH2:24][CH2:23]2)(=[O:21])=[O:20])=[CH:15][CH:14]=1)=[O:11])=[O:4].Cl. Product: [OH:44][C@H:31]([C:32]1[CH:37]=[CH:36][C:35]([OH:38])=[C:34]([NH:39][S:40]([CH3:43])(=[O:42])=[O:41])[CH:33]=1)[CH2:30][NH:29][CH2:28][CH:25]1[CH2:24][CH2:23][N:22]([S:19]([C:16]2[CH:17]=[CH:18][C:13]([NH:12][C:10]([N:6]3[CH2:7][CH2:8][CH2:9][C@H:5]3[C:3]([OH:4])=[O:2])=[O:11])=[CH:14][CH:15]=2)(=[O:20])=[O:21])[CH2:27][CH2:26]1. The catalyst class is: 273. (5) Reactant: [CH2:1]([SH:4])[CH2:2][CH3:3].Cl[CH2:6][C:7]1[CH:12]=[CH:11][CH:10]=[C:9]([N+:13]([O-:15])=[O:14])[CH:8]=1.C(=O)([O-])[O-].[Cs+].[Cs+]. Product: [N+:13]([C:9]1[CH:10]=[CH:11][CH:12]=[C:7]([CH2:6][S:4][CH2:1][CH2:2][CH3:3])[CH:8]=1)([O-:15])=[O:14]. The catalyst class is: 3. (6) Reactant: [NH:1]1[CH2:6][CH2:5][CH2:4][C@H:3]([NH:7][C:8](=[O:14])[O:9][C:10]([CH3:13])([CH3:12])[CH3:11])[CH2:2]1.C(N(CC)CC)C.Cl[C:23]([O:25][CH2:26][C:27]1[CH:32]=[CH:31][CH:30]=[CH:29][CH:28]=1)=[O:24].O. Product: [CH3:12][C:10]([O:9][C:8]([NH:7][C@H:3]1[CH2:4][CH2:5][CH2:6][N:1]([C:23]([O:25][CH2:26][C:27]2[CH:32]=[CH:31][CH:30]=[CH:29][CH:28]=2)=[O:24])[CH2:2]1)=[O:14])([CH3:11])[CH3:13]. The catalyst class is: 2. (7) Reactant: C([NH:5][S:6]([C:9]1[S:10][C:11]([C:14]2[N:19]=[C:18]([NH:20][C:21]3[CH:25]=[C:24]([C@@H:26]4[CH2:28][C@H:27]4[CH3:29])[NH:23][N:22]=3)[C:17]([Cl:30])=[CH:16][N:15]=2)=[CH:12][CH:13]=1)(=[O:8])=[O:7])(C)(C)C. Product: [Cl:30][C:17]1[C:18]([NH:20][C:21]2[CH:25]=[C:24]([C@@H:26]3[CH2:28][C@H:27]3[CH3:29])[NH:23][N:22]=2)=[N:19][C:14]([C:11]2[S:10][C:9]([S:6]([NH2:5])(=[O:7])=[O:8])=[CH:13][CH:12]=2)=[N:15][CH:16]=1. The catalyst class is: 67. (8) Reactant: C(OC(=O)[CH2:5][O:6][C@H:7]1[CH2:10][C@@H:9]([N:11]2[C:16](=[O:17])[C:15]([CH2:18][C:19]3[CH:24]=[CH:23][C:22]([C:25]4[CH:30]=[CH:29][CH:28]=[CH:27][C:26]=4[C:31]#[N:32])=[CH:21][C:20]=3[F:33])=[C:14]([CH2:34][CH2:35][CH3:36])[N:13]3[N:37]=[CH:38][N:39]=[C:12]23)[CH2:8]1)C.C[Mg]Br.Cl. Product: [F:33][C:20]1[CH:21]=[C:22]([C:25]2[C:26]([C:31]#[N:32])=[CH:27][CH:28]=[CH:29][CH:30]=2)[CH:23]=[CH:24][C:19]=1[CH2:18][C:15]1[C:16](=[O:17])[N:11]([C@H:9]2[CH2:10][C@@H:7]([O:6][CH2:5][C:7]([OH:6])([CH3:10])[CH3:8])[CH2:8]2)[C:12]2[N:13]([N:37]=[CH:38][N:39]=2)[C:14]=1[CH2:34][CH2:35][CH3:36]. The catalyst class is: 7. (9) Reactant: [H-].[Na+].[Si:3]([O:20][CH2:21][CH2:22][O:23][CH2:24][C@H:25]([OH:35])[C:26]([NH:28][C:29]1[CH:34]=[CH:33][CH:32]=[CH:31][N:30]=1)=[O:27])([C:16]([CH3:19])([CH3:18])[CH3:17])([C:10]1[CH:15]=[CH:14][CH:13]=[CH:12][CH:11]=1)[C:4]1[CH:9]=[CH:8][CH:7]=[CH:6][CH:5]=1.Cl[C:37]1[N:42]=[CH:41][N:40]=[C:39]2[N:43]([C:46]3[CH:51]=[CH:50][CH:49]=[CH:48][C:47]=3[Cl:52])[N:44]=[CH:45][C:38]=12.C(O)(=O)CC(CC(O)=O)(C(O)=O)O. Product: [Si:3]([O:20][CH2:21][CH2:22][O:23][CH2:24][C@H:25]([O:35][C:37]1[N:42]=[CH:41][N:40]=[C:39]2[N:43]([C:46]3[CH:51]=[CH:50][CH:49]=[CH:48][C:47]=3[Cl:52])[N:44]=[CH:45][C:38]=12)[C:26]([NH:28][C:29]1[CH:34]=[CH:33][CH:32]=[CH:31][N:30]=1)=[O:27])([C:16]([CH3:19])([CH3:18])[CH3:17])([C:10]1[CH:15]=[CH:14][CH:13]=[CH:12][CH:11]=1)[C:4]1[CH:9]=[CH:8][CH:7]=[CH:6][CH:5]=1. The catalyst class is: 1.